This data is from Forward reaction prediction with 1.9M reactions from USPTO patents (1976-2016). The task is: Predict the product of the given reaction. (1) Given the reactants [Cl:1][C:2]1[CH:32]=[CH:31][C:5]([CH2:6][CH2:7][NH:8][C:9]([C:11]2[CH:30]=[CH:29][C:14]([O:15][C:16]3[CH:21]=[CH:20][C:19]([CH2:22][C:23]([O:25][CH2:26][CH3:27])=[O:24])=[CH:18][C:17]=3Br)=[CH:13][CH:12]=2)=[O:10])=[CH:4][CH:3]=1.[I-].[C:34]1([Zn+])[CH:39]=[CH:38][CH:37]=[CH:36][CH:35]=1, predict the reaction product. The product is: [Cl:1][C:2]1[CH:32]=[CH:31][C:5]([CH2:6][CH2:7][NH:8][C:9]([C:11]2[CH:30]=[CH:29][C:14]([O:15][C:16]3[C:17]([C:34]4[CH:39]=[CH:38][CH:37]=[CH:36][CH:35]=4)=[CH:18][C:19]([CH2:22][C:23]([O:25][CH2:26][CH3:27])=[O:24])=[CH:20][CH:21]=3)=[CH:13][CH:12]=2)=[O:10])=[CH:4][CH:3]=1. (2) Given the reactants [CH3:1][C:2]1[C:6]([CH3:7])=[C:5]([NH:8][C:9](=[O:16])OCC(Cl)(Cl)Cl)[O:4][N:3]=1.[C:17]1([C:23]2[CH:24]=[CH:25][C:26]([N:29]3[CH2:34][CH2:33][NH:32][CH2:31][CH2:30]3)=[N:27][CH:28]=2)[CH:22]=[CH:21][CH:20]=[CH:19][CH:18]=1.C(N(C(C)C)CC)(C)C.CS(C)=O, predict the reaction product. The product is: [CH3:1][C:2]1[C:6]([CH3:7])=[C:5]([NH:8][C:9]([N:32]2[CH2:33][CH2:34][N:29]([C:26]3[CH:25]=[CH:24][C:23]([C:17]4[CH:22]=[CH:21][CH:20]=[CH:19][CH:18]=4)=[CH:28][N:27]=3)[CH2:30][CH2:31]2)=[O:16])[O:4][N:3]=1.